Dataset: HIV replication inhibition screening data with 41,000+ compounds from the AIDS Antiviral Screen. Task: Binary Classification. Given a drug SMILES string, predict its activity (active/inactive) in a high-throughput screening assay against a specified biological target. (1) The compound is CCOC(=O)C=Cc1ccc2c(c1)OC(CO)C(c1ccc(O)c(OC)c1)O2. The result is 0 (inactive). (2) The drug is O=C(NC(=Cc1ccccc1Cl)c1nc2ccccc2[nH]1)c1ccccc1. The result is 0 (inactive).